Dataset: Forward reaction prediction with 1.9M reactions from USPTO patents (1976-2016). Task: Predict the product of the given reaction. Given the reactants [CH:1]1[CH:2]=[CH:3][C:4]2[NH:11][C:9](=[O:10])[CH:8]=[C:7]([CH2:12][CH:13]([NH:17][C:18]([C:20]3[CH:21]=[CH:22][C:23]([Cl:26])=[CH:24][CH:25]=3)=[O:19])[C:14]([OH:16])=[O:15])[C:5]=2[CH:6]=1.O[CH2:28][CH2:29][N:30]1[CH:34]=[CH:33][N:32]=[CH:31]1, predict the reaction product. The product is: [Cl:26][C:23]1[CH:24]=[CH:25][C:20]([C:18]([NH:17][CH:13]([CH2:12][C:7]2[C:5]3[C:4](=[CH:3][CH:2]=[CH:1][CH:6]=3)[NH:11][C:9](=[O:10])[CH:8]=2)[C:14]([O:16][CH2:28][CH2:29][N:30]2[CH:34]=[CH:33][N:32]=[CH:31]2)=[O:15])=[O:19])=[CH:21][CH:22]=1.